Dataset: Peptide-MHC class II binding affinity with 134,281 pairs from IEDB. Task: Regression. Given a peptide amino acid sequence and an MHC pseudo amino acid sequence, predict their binding affinity value. This is MHC class II binding data. The peptide sequence is PYGATISATPEWATP. The MHC is HLA-DPA10103-DPB10201 with pseudo-sequence HLA-DPA10103-DPB10201. The binding affinity (normalized) is 0.167.